This data is from Reaction yield outcomes from USPTO patents with 853,638 reactions. The task is: Predict the reaction yield, written as a fraction of the theoretical maximum amount of product (1.0 means a 100% yield; for example, 0.34 means a 34% yield). (1) The reactants are [H-].[Al+3].[Li+].[H-].[H-].[H-].[C:7]1([C:13]2([C:37]3[CH:42]=[CH:41][CH:40]=[CH:39][CH:38]=3)[O:17][C:16]3[CH:18]=[CH:19][C:20]([C:22]([N:24]4[CH2:29][CH:28]=[C:27]([C:30]5[CH:35]=[CH:34][C:33]([F:36])=[CH:32][CH:31]=5)[CH2:26][CH2:25]4)=O)=[CH:21][C:15]=3[O:14]2)[CH:12]=[CH:11][CH:10]=[CH:9][CH:8]=1.O.C(=O)([O-])[O-].[K+].[K+]. The catalyst is C1COCC1. The product is [C:37]1([C:13]2([C:7]3[CH:8]=[CH:9][CH:10]=[CH:11][CH:12]=3)[O:17][C:16]3[CH:18]=[CH:19][C:20]([CH2:22][N:24]4[CH2:25][CH:26]=[C:27]([C:30]5[CH:31]=[CH:32][C:33]([F:36])=[CH:34][CH:35]=5)[CH2:28][CH2:29]4)=[CH:21][C:15]=3[O:14]2)[CH:38]=[CH:39][CH:40]=[CH:41][CH:42]=1. The yield is 0.850. (2) The reactants are [CH3:1][O:2][C:3]1[CH:4]=[C:5]([O:16][C:17]2[CH:22]=[CH:21][C:20]([S:23]([CH3:26])(=[O:25])=[O:24])=[CH:19][N:18]=2)[CH:6]=[C:7]2[C:11]=1[NH:10][C:9]([C:12]([O:14]C)=[O:13])=[CH:8]2.[OH-].[Na+]. The catalyst is O1CCCC1.C(O)C. The product is [CH3:1][O:2][C:3]1[CH:4]=[C:5]([O:16][C:17]2[CH:22]=[CH:21][C:20]([S:23]([CH3:26])(=[O:25])=[O:24])=[CH:19][N:18]=2)[CH:6]=[C:7]2[C:11]=1[NH:10][C:9]([C:12]([OH:14])=[O:13])=[CH:8]2. The yield is 0.810. (3) The reactants are [OH:1][C:2]1([CH2:8][CH:9]([NH:19][CH3:20])[CH2:10][NH:11][C:12](=[O:18])[O:13][C:14]([CH3:17])([CH3:16])[CH3:15])[CH2:7][CH2:6][CH2:5][CH2:4][CH2:3]1.C1C2C(=CC=CC=2)C=CC=1.C([O-])([O-])=O.[K+].[K+].[C:37]([O:46]N1C(=O)CCC1=O)([O:39][CH2:40][CH2:41][Si:42]([CH3:45])([CH3:44])[CH3:43])=O. The catalyst is C1COCC1.O. The product is [C:14]([O:13][C:12]([NH:11][CH2:10][CH:9]([N:19]([CH3:20])[C:37]([O:39][CH2:40][CH2:41][Si:42]([CH3:43])([CH3:44])[CH3:45])=[O:46])[CH2:8][C:2]1([OH:1])[CH2:3][CH2:4][CH2:5][CH2:6][CH2:7]1)=[O:18])([CH3:16])([CH3:17])[CH3:15]. The yield is 0.860. (4) The reactants are Cl[C:2]1[N:3]=[N+:4]([O-:16])[C:5]2[CH:14]=[C:13]3[C:9]([CH2:10][CH:11]([CH3:15])[CH2:12]3)=[CH:8][C:6]=2[N:7]=1.[N:17]1([CH2:23][CH2:24][CH2:25][NH2:26])[CH2:22][CH2:21][O:20][CH2:19][CH2:18]1.CCN(CC)CC. The catalyst is COCCOC. The product is [CH3:15][CH:11]1[CH2:10][C:9]2[C:13](=[CH:14][C:5]3[N+:4]([O-:16])=[N:3][C:2]([NH:26][CH2:25][CH2:24][CH2:23][N:17]4[CH2:22][CH2:21][O:20][CH2:19][CH2:18]4)=[N:7][C:6]=3[CH:8]=2)[CH2:12]1. The yield is 0.980. (5) The reactants are [Cl:1][C:2]1[CH:3]=[C:4]([CH:8]=[CH:9][C:10]=1[O:11][C:12]1[CH:17]=[CH:16][CH:15]=[CH:14][C:13]=1[C:18]#[N:19])[C:5]([OH:7])=O.Cl.CN(C)CCCN=C=NCC.ON1C2C=CC=CC=2N=N1.C(N(CC)CC)C.[NH2:49][CH2:50][C:51]1[C:52]([OH:59])=[N:53][C:54]([CH3:58])=[CH:55][C:56]=1[CH3:57]. The catalyst is ClCCl. The product is [Cl:1][C:2]1[CH:3]=[C:4]([CH:8]=[CH:9][C:10]=1[O:11][C:12]1[CH:17]=[CH:16][CH:15]=[CH:14][C:13]=1[C:18]#[N:19])[C:5]([NH:49][CH2:50][C:51]1[C:52]([OH:59])=[N:53][C:54]([CH3:58])=[CH:55][C:56]=1[CH3:57])=[O:7]. The yield is 0.580. (6) The reactants are C([Si](C)(C)[N:6]1[C:10]2=[N:11][CH:12]=[C:13]([S:15][CH2:16][CH2:17][CH2:18][CH3:19])[CH:14]=[C:9]2[CH:8]=[CH:7]1)(C)(C)C.Cl.C([O-])(O)=O.[Na+]. The catalyst is CO. The product is [CH2:16]([S:15][C:13]1[CH:14]=[C:9]2[CH:8]=[CH:7][NH:6][C:10]2=[N:11][CH:12]=1)[CH2:17][CH2:18][CH3:19]. The yield is 0.370. (7) The reactants are [C:1]([O:5][C:6]([N:8]([CH3:26])[C@H:9]([C:23](O)=[O:24])[C:10]([CH3:22])([CH3:21])[C:11]1[CH:16]=[CH:15][C:14]([O:17][CH3:18])=[CH:13][C:12]=1[O:19][CH3:20])=[O:7])([CH3:4])([CH3:3])[CH3:2].F[P-](F)(F)(F)(F)F.N1(O[P+](N2CCCC2)(N2CCCC2)N2CCCC2)C2C=CC=CC=2N=N1.C(N(C(C)C)CC)(C)C.Cl.[CH3:70]/[C:71](=[CH:77]\[C@@H:78]([N:82]([CH3:91])[C:83](=[O:90])[C@H:84]([C:86]([CH3:89])([CH3:88])[CH3:87])[NH2:85])[CH:79]([CH3:81])[CH3:80])/[C:72]([O:74][CH2:75][CH3:76])=[O:73]. The catalyst is ClCCl.C(OCC)(=O)C. The product is [C:1]([O:5][C:6]([N:8]([CH3:26])[C@H:9]([C:23]([NH:85][C@H:84]([C:83]([N:82]([C@@H:78]([CH:79]([CH3:80])[CH3:81])/[CH:77]=[C:71](\[CH3:70])/[C:72]([O:74][CH2:75][CH3:76])=[O:73])[CH3:91])=[O:90])[C:86]([CH3:88])([CH3:89])[CH3:87])=[O:24])[C:10]([CH3:21])([CH3:22])[C:11]1[CH:16]=[CH:15][C:14]([O:17][CH3:18])=[CH:13][C:12]=1[O:19][CH3:20])=[O:7])([CH3:4])([CH3:2])[CH3:3]. The yield is 0.630.